Predict the reactants needed to synthesize the given product. From a dataset of Full USPTO retrosynthesis dataset with 1.9M reactions from patents (1976-2016). Given the product [CH3:1][O:2][C:3]([NH:5][C@H:6]([C:20]([NH:22][CH2:23][CH2:24][CH:25]([F:34])[CH2:26][C@@H:27]([C:29]([O:31][CH2:32][CH3:33])=[O:30])[NH:28][S:44]([C:41]1[CH:40]=[CH:39][C:38]([N+:35]([O-:37])=[O:36])=[CH:43][CH:42]=1)(=[O:45])=[O:46])=[O:21])[CH:7]([C:14]1[CH:15]=[CH:16][CH:17]=[CH:18][CH:19]=1)[C:8]1[CH:13]=[CH:12][CH:11]=[CH:10][CH:9]=1)=[O:4], predict the reactants needed to synthesize it. The reactants are: [CH3:1][O:2][C:3]([NH:5][C@H:6]([C:20]([NH:22][CH2:23][CH2:24][CH:25]([F:34])[CH2:26][C@@H:27]([C:29]([O:31][CH2:32][CH3:33])=[O:30])[NH2:28])=[O:21])[CH:7]([C:14]1[CH:19]=[CH:18][CH:17]=[CH:16][CH:15]=1)[C:8]1[CH:13]=[CH:12][CH:11]=[CH:10][CH:9]=1)=[O:4].[N+:35]([C:38]1[CH:43]=[CH:42][C:41]([S:44](Cl)(=[O:46])=[O:45])=[CH:40][CH:39]=1)([O-:37])=[O:36].